Regression. Given a peptide amino acid sequence and an MHC pseudo amino acid sequence, predict their binding affinity value. This is MHC class II binding data. From a dataset of Peptide-MHC class II binding affinity with 134,281 pairs from IEDB. The peptide sequence is DQRGSGQVVTYALNT. The binding affinity (normalized) is 0. The MHC is DRB1_0404 with pseudo-sequence DRB1_0404.